This data is from Forward reaction prediction with 1.9M reactions from USPTO patents (1976-2016). The task is: Predict the product of the given reaction. (1) Given the reactants [C:1]([OH:15])(=[O:14])[CH2:2][CH2:3][NH:4][C:5](=[O:13])[C@@H:6]([C:8]([CH2:11][OH:12])([CH3:10])[CH3:9])[OH:7].CC1(C)C(O)C(=O)OC1.C=O.[C-]#N, predict the reaction product. The product is: [C:1]([OH:15])(=[O:14])[CH2:2][CH2:3][NH:4][C:5](=[O:13])[C@H:6]([C:8]([CH2:11][OH:12])([CH3:10])[CH3:9])[OH:7]. (2) Given the reactants Br[CH2:2][C:3]([C:5]1[CH:10]=[CH:9][CH:8]=[CH:7][N:6]=1)=O.[N:11]1[CH:16]=[CH:15][C:14]([NH:17][C:18]([NH2:20])=[S:19])=[N:13][CH:12]=1, predict the reaction product. The product is: [N:6]1[CH:7]=[CH:8][CH:9]=[CH:10][C:5]=1[C:3]1[N:20]=[C:18]([NH:17][C:14]2[CH:15]=[CH:16][N:11]=[CH:12][N:13]=2)[S:19][CH:2]=1. (3) Given the reactants [CH3:1][C:2]1[CH:7]=[C:6]([CH3:8])[NH:5][C:4](=[O:9])[C:3]=1[CH2:10][NH:11][C:12]([C:14]1[C:15]([CH3:36])=[C:16]([C:19]2[CH:28]=[CH:27][CH:26]=[C:25]3[C:20]=2[CH2:21][CH2:22][N:23](C(OC(C)(C)C)=O)[CH2:24]3)[S:17][CH:18]=1)=[O:13].C(O)(C(F)(F)F)=O, predict the reaction product. The product is: [CH3:1][C:2]1[CH:7]=[C:6]([CH3:8])[NH:5][C:4](=[O:9])[C:3]=1[CH2:10][NH:11][C:12]([C:14]1[C:15]([CH3:36])=[C:16]([C:19]2[CH:28]=[CH:27][CH:26]=[C:25]3[C:20]=2[CH2:21][CH2:22][NH:23][CH2:24]3)[S:17][CH:18]=1)=[O:13]. (4) Given the reactants [CH3:1][C:2]1[O:3][CH:4]=[CH:5][C:6]=1[SH:7].[CH3:8][O:9][C:10]1[CH:15]=[CH:14][C:13]([C:16]2[CH:21]=[CH:20][C:19]([S:22]([NH:25][CH:26]([CH2:31][CH:32]3[O:34][CH2:33]3)[C:27]([O:29]C)=[O:28])(=[O:24])=[O:23])=[CH:18][CH:17]=2)=[CH:12][CH:11]=1, predict the reaction product. The product is: [CH3:8][O:9][C:10]1[CH:11]=[CH:12][C:13]([C:16]2[CH:17]=[CH:18][C:19]([S:22]([NH:25][CH:26]([CH2:31][CH:32]([OH:34])[CH2:33][S:7][C:6]3[CH:5]=[CH:4][O:3][C:2]=3[CH3:1])[C:27]([OH:29])=[O:28])(=[O:23])=[O:24])=[CH:20][CH:21]=2)=[CH:14][CH:15]=1. (5) Given the reactants [CH2:1]([O:8][CH2:9][C@H:10]1[O:14][C:13]([NH2:15])=[N:12][CH2:11]1)[C:2]1[CH:7]=[CH:6][CH:5]=[CH:4][CH:3]=1.[C:16](OCC)(=[O:19])[C:17]#[CH:18], predict the reaction product. The product is: [CH2:1]([O:8][CH2:9][C@H:10]1[O:14][C:13]2=[N:15][C:16](=[O:19])[CH:17]=[CH:18][N:12]2[CH2:11]1)[C:2]1[CH:7]=[CH:6][CH:5]=[CH:4][CH:3]=1. (6) Given the reactants C(OC([N:8]1[CH2:13][CH2:12][CH:11]([NH:14][C:15]2[N:24]=[C:23]([NH2:25])[C:22]3[CH:21]=[C:20]4[O:26][CH2:27][O:28][C:19]4=[CH:18][C:17]=3[N:16]=2)[CH2:10][CH2:9]1)=O)(C)(C)C.[ClH:29], predict the reaction product. The product is: [ClH:29].[ClH:29].[NH:8]1[CH2:13][CH2:12][CH:11]([NH:14][C:15]2[N:24]=[C:23]([NH2:25])[C:22]3[CH:21]=[C:20]4[O:26][CH2:27][O:28][C:19]4=[CH:18][C:17]=3[N:16]=2)[CH2:10][CH2:9]1. (7) Given the reactants [NH2:1][C:2]1[CH:3]=[C:4]2[C:20](=[O:21])[NH:19][N:18]=[CH:17][C:6]3=[C:7]([C:11]4[CH:16]=[CH:15][CH:14]=[CH:13][CH:12]=4)[NH:8][C:9]([CH:10]=1)=[C:5]23.[C:22](O)(=[O:26])[CH2:23][CH2:24][CH3:25].C(N(CC)CC)C.F[P-](F)(F)(F)(F)F.N1(OC(N(C)C)=[N+](C)C)C2N=CC=CC=2N=N1, predict the reaction product. The product is: [O:21]=[C:20]1[C:4]2[C:5]3[C:6](=[C:7]([C:11]4[CH:12]=[CH:13][CH:14]=[CH:15][CH:16]=4)[NH:8][C:9]=3[CH:10]=[C:2]([NH:1][C:22](=[O:26])[CH2:23][CH2:24][CH3:25])[CH:3]=2)[CH:17]=[N:18][NH:19]1. (8) Given the reactants [CH3:1][O:2][C:3]([C:5]1[N:6]=[C:7]([NH:10][C:11](=[O:30])[C@@H:12]([NH:22]C(OC(C)(C)C)=O)[CH2:13][C:14]2[CH:19]=[CH:18][CH:17]=[CH:16][C:15]=2[C:20]#[N:21])[S:8][CH:9]=1)=[O:4].FC(F)(F)C(O)=O, predict the reaction product. The product is: [CH3:1][O:2][C:3]([C:5]1[N:6]=[C:7]([NH:10][C:11](=[O:30])[C@@H:12]([NH2:22])[CH2:13][C:14]2[CH:19]=[CH:18][CH:17]=[CH:16][C:15]=2[C:20]#[N:21])[S:8][CH:9]=1)=[O:4]. (9) Given the reactants [CH3:1][O:2][C:3]1[CH:10]=[C:9]([O:11][CH3:12])[C:8]([O:13][CH3:14])=[CH:7][C:4]=1[CH:5]=O.C(O)(=O)[CH2:16][C:17]([OH:19])=[O:18].N1CCCCC1.Cl, predict the reaction product. The product is: [CH3:1][O:2][C:3]1[CH:10]=[C:9]([O:11][CH3:12])[C:8]([O:13][CH3:14])=[CH:7][C:4]=1/[CH:5]=[CH:16]/[C:17]([OH:19])=[O:18]. (10) Given the reactants [CH3:1][C:2]1([CH3:27])[CH2:11][C:10]2[C:5](=[CH:6][CH:7]=[C:8]([C:12]([O:14]C)=[O:13])[CH:9]=2)[NH:4][CH:3]1[C:16]1[CH:21]=[CH:20][CH:19]=[C:18]([S:22](=[O:26])(=[O:25])[NH:23][CH3:24])[CH:17]=1.[OH-].[Na+], predict the reaction product. The product is: [CH3:1][C:2]1([CH3:27])[CH2:11][C:10]2[C:5](=[CH:6][CH:7]=[C:8]([C:12]([OH:14])=[O:13])[CH:9]=2)[NH:4][CH:3]1[C:16]1[CH:21]=[CH:20][CH:19]=[C:18]([S:22](=[O:26])(=[O:25])[NH:23][CH3:24])[CH:17]=1.